Task: Predict the reaction yield, written as a fraction of the theoretical maximum amount of product (1.0 means a 100% yield; for example, 0.34 means a 34% yield).. Dataset: Reaction yield outcomes from USPTO patents with 853,638 reactions (1) The product is [NH2:1][C:2]1[C:7]2[C:8](=[O:20])[N:9]([C:13]3[CH:18]=[CH:17][C:16]([C:25]4[CH:24]=[CH:23][C:22]([Cl:21])=[CH:27][C:26]=4[Cl:28])=[CH:15][CH:14]=3)[CH2:10][CH2:11][O:12][C:6]=2[N:5]=[CH:4][N:3]=1. The catalyst is COCCOC.Cl[Pd]Cl.C1(P(C2C=CC=CC=2)[C-]2C=CC=C2)C=CC=CC=1.[C-]1(P(C2C=CC=CC=2)C2C=CC=CC=2)C=CC=C1.[Fe+2].O. The yield is 0.671. The reactants are [NH2:1][C:2]1[C:7]2[C:8](=[O:20])[N:9]([C:13]3[CH:18]=[CH:17][C:16](Br)=[CH:15][CH:14]=3)[CH2:10][CH2:11][O:12][C:6]=2[N:5]=[CH:4][N:3]=1.[Cl:21][C:22]1[CH:27]=[C:26]([Cl:28])[CH:25]=[CH:24][C:23]=1B(O)O.P([O-])([O-])([O-])=O.[K+].[K+].[K+].CO. (2) The reactants are C[O:2][C:3]1[C:12]([CH3:13])=[C:11]2[C:6]([CH:7]=[C:8]([C:18]([O:20][CH2:21]C)=[O:19])[CH:9]([C:14]([F:17])([F:16])[F:15])[O:10]2)=[CH:5][CH:4]=1.B(Br)(Br)Br.CO. The catalyst is C(Cl)Cl. The product is [OH:2][C:3]1[C:12]([CH3:13])=[C:11]2[C:6]([CH:7]=[C:8]([C:18]([O:20][CH3:21])=[O:19])[CH:9]([C:14]([F:17])([F:15])[F:16])[O:10]2)=[CH:5][CH:4]=1. The yield is 0.800. (3) The product is [CH2:1]([O:8][C:9]1[N:10]=[N:11][C:12]([C:23]#[C:24][C:25]2[CH:30]=[CH:29][C:28]([C:31]([F:33])([F:34])[F:32])=[CH:27][C:26]=2[F:68])=[CH:13][C:14]=1[O:15][CH2:16][C:17]1[CH:18]=[CH:19][CH:20]=[CH:21][CH:22]=1)[C:2]1[CH:7]=[CH:6][CH:5]=[CH:4][CH:3]=1. The reactants are [CH2:1]([O:8][C:9]1[N:10]=[N:11][C:12]([C:23]#[C:24][C:25]2[CH:30]=[CH:29][C:28]([C:31]([F:34])([F:33])[F:32])=[C:27](C)[CH:26]=2)=[CH:13][C:14]=1[O:15][CH2:16][C:17]1[CH:22]=[CH:21][CH:20]=[CH:19][CH:18]=1)[C:2]1[CH:7]=[CH:6][CH:5]=[CH:4][CH:3]=1.C(OC1N=NC(C#C)=CC=1OCC1C=CC=CC=1)C1C=CC=CC=1.BrC1C=CC(C(F)(F)[F:68])=CC=1F. The yield is 0.160. No catalyst specified. (4) The reactants are [Br:1][C:2]1[CH:7]=[CH:6][C:5]([C:8]([NH:10][NH:11][C:12]([NH:14][CH2:15][C@@H:16]2[CH2:20][CH2:19][N:18]([C:21]([O:23]C(C)(C)C)=O)[CH2:17]2)=[S:13])=O)=[CH:4][CH:3]=1.C([O-])([O-])=O.[K+].[K+].[CH:34]1(C(Cl)=O)[CH2:36][CH2:35]1.[OH-].[Na+]. No catalyst specified. The product is [Br:1][C:2]1[CH:3]=[CH:4][C:5]([C:8]2[N:14]([CH2:15][C@@H:16]3[CH2:20][CH2:19][N:18]([C:21]([CH:34]4[CH2:36][CH2:35]4)=[O:23])[CH2:17]3)[C:12](=[S:13])[NH:11][N:10]=2)=[CH:6][CH:7]=1. The yield is 0.740. (5) The reactants are C1CO[C:8]2[CH:7]=[CH:6][C:5]([NH:11][C:12]3[C:17]([F:18])=[CH:16][N:15]=[C:14]([NH:19][C:20]4[CH:25]=[CH:24][CH:23]=[C:22](O)C=4)[N:13]=3)=[CH:4][C:3]=2[O:2]1.ClC1N=C(NC2C=CC=[C:37]([OH:41])[CH:36]=2)C(F)=CN=1.CC1OC(C)=CC=1CN. No catalyst specified. The product is [CH3:36][C:37]1[O:41][C:23]([CH3:22])=[CH:24][C:25]=1[CH2:20][NH:19][C:14]1[N:13]=[C:12]([NH:11][C:5]2[CH:6]=[CH:7][CH:8]=[C:3]([OH:2])[CH:4]=2)[C:17]([F:18])=[CH:16][N:15]=1. The yield is 0.590. (6) The product is [C:24]([N:1]1[CH2:4][CH:3]([CH2:5][CH2:6][CH2:7][CH2:8][NH:9][C:10](=[O:16])[O:11][C:12]([CH3:13])([CH3:15])[CH3:14])[CH2:2]1)(=[O:31])[C:25]1[CH:30]=[CH:29][CH:28]=[CH:27][CH:26]=1. The yield is 0.260. The catalyst is ClCCl. The reactants are [NH:1]1[CH2:4][CH:3]([CH2:5][CH2:6][CH2:7][CH2:8][NH:9][C:10](=[O:16])[O:11][C:12]([CH3:15])([CH3:14])[CH3:13])[CH2:2]1.C(N(CC)CC)C.[C:24](Cl)(=[O:31])[C:25]1[CH:30]=[CH:29][CH:28]=[CH:27][CH:26]=1. (7) The reactants are [O:1]=[C:2]1[C:11]2[C:6](=[CH:7][CH:8]=[CH:9][CH:10]=2)[C:5]([CH2:12][C:13]2[CH:14]=[C:15]([CH:19]=[CH:20][CH:21]=2)[C:16](O)=[O:17])=[N:4][NH:3]1.F[P-](F)(F)(F)(F)F.N1(OC(N(C)C)=[N+](C)C)C2C=CC=CC=2N=N1.Cl.[F:47][C:48]([F:59])([F:58])[C:49]1[N:53]2[CH2:54][CH2:55][NH:56][CH2:57][C:52]2=[N:51][N:50]=1.C(N(CC)C(C)C)(C)C. The catalyst is CN(C)C=O.O. The product is [F:59][C:48]([F:58])([F:47])[C:49]1[N:53]2[CH2:54][CH2:55][N:56]([C:16]([C:15]3[CH:14]=[C:13]([CH2:12][C:5]4[C:6]5[C:11](=[CH:10][CH:9]=[CH:8][CH:7]=5)[C:2](=[O:1])[NH:3][N:4]=4)[CH:21]=[CH:20][CH:19]=3)=[O:17])[CH2:57][C:52]2=[N:51][N:50]=1. The yield is 0.206. (8) The reactants are Cl.[Cl:2][C:3]1[CH:4]=[C:5]2[C:9](=[CH:10][CH:11]=1)[NH:8][CH:7]=[C:6]2[CH2:12][CH2:13][NH2:14].[CH3:15][C:16]1[O:20][N:19]=[C:18]([C:21]2[CH:26]=[CH:25][CH:24]=[CH:23][CH:22]=2)[C:17]=1[C:27](Cl)=[O:28].C(N(CC)CC)C.C(OCC)(=O)C. The catalyst is ClCCl. The product is [Cl:2][C:3]1[CH:4]=[C:5]2[C:9](=[CH:10][CH:11]=1)[NH:8][CH:7]=[C:6]2[CH2:12][CH2:13][NH:14][C:27]([C:17]1[C:18]([C:21]2[CH:26]=[CH:25][CH:24]=[CH:23][CH:22]=2)=[N:19][O:20][C:16]=1[CH3:15])=[O:28]. The yield is 0.240.